Task: Predict the reactants needed to synthesize the given product.. Dataset: Full USPTO retrosynthesis dataset with 1.9M reactions from patents (1976-2016) (1) The reactants are: [F:1][CH:2]([F:18])[O:3][C:4]1[C:5]([CH3:17])=[C:6]([CH:10]=[CH:11][C:12]=1[S:13]([CH3:16])(=[O:15])=[O:14])[C:7]([OH:9])=O.Cl.[OH:20][C:21]1[N:25]([CH3:26])[N:24]=[CH:23][CH:22]=1.Cl.C(N=C=NCCCN(C)C)C.CN(C1C=CC=CN=1)C. Given the product [F:18][CH:2]([F:1])[O:3][C:4]1[C:5]([CH3:17])=[C:6]([C:7]([C:22]2[CH:23]=[N:24][N:25]([CH3:26])[C:21]=2[OH:20])=[O:9])[CH:10]=[CH:11][C:12]=1[S:13]([CH3:16])(=[O:15])=[O:14], predict the reactants needed to synthesize it. (2) Given the product [Cl:53][C:49]1[CH:48]=[C:47]([C@H:45]([NH:44][C:42](=[O:43])/[CH:41]=[CH:40]/[C@:23]23[CH2:35][C:34](=[O:36])[C:33]([CH:37]([CH3:39])[CH3:38])=[C:24]2[C@@H:25]2[C@@:20]([CH3:54])([CH2:21][CH2:22]3)[C@@:19]3([CH3:55])[C@@H:28]([C@:29]4([CH3:32])[C@@H:16]([CH2:17][CH2:18]3)[C:15]([CH3:56])([CH3:57])[C@@H:14]([O:13][C:11](=[O:12])[CH2:10][C:2]([CH3:1])([CH3:58])[C:3]([OH:5])=[O:4])[CH2:31][CH2:30]4)[CH2:27][CH2:26]2)[CH3:46])[CH:52]=[CH:51][CH:50]=1, predict the reactants needed to synthesize it. The reactants are: [CH3:1][C:2]([CH3:58])([CH2:10][C:11]([O:13][C@H:14]1[CH2:31][CH2:30][C@@:29]2([CH3:32])[C@@H:16]([CH2:17][CH2:18][C@:19]3([CH3:55])[C@@H:28]2[CH2:27][CH2:26][C@H:25]2[C@@:20]3([CH3:54])[CH2:21][CH2:22][C@@:23]3(/[CH:40]=[CH:41]/[C:42]([NH:44][C@@H:45]([C:47]4[CH:52]=[CH:51][CH:50]=[C:49]([Cl:53])[CH:48]=4)[CH3:46])=[O:43])[CH2:35][C:34](=[O:36])[C:33]([CH:37]([CH3:39])[CH3:38])=[C:24]32)[C:15]1([CH3:57])[CH3:56])=[O:12])[C:3]([O:5]C(C)(C)C)=[O:4].C(O)(C(F)(F)F)=O. (3) The reactants are: [NH2:1][C:2]1[CH:7]=[CH:6][C:5]([SH:8])=[CH:4][CH:3]=1.[OH-].[Na+].Cl.Cl[CH2:13][C:14]1[CH:15]=[N:16][CH:17]=[CH:18][CH:19]=1. Given the product [N:16]1[CH:17]=[CH:18][CH:19]=[C:14]([CH2:13][S:8][C:5]2[CH:6]=[CH:7][C:2]([NH2:1])=[CH:3][CH:4]=2)[CH:15]=1, predict the reactants needed to synthesize it. (4) Given the product [CH2:2]([O:4][C:5]([C:7]1([NH:13][C:28]([C:27]2[CH:26]=[CH:25][C:24]([N:21]3[CH2:20][CH2:19][N:18]([CH2:15][CH2:16][CH3:17])[CH2:23][CH2:22]3)=[CH:32][CH:31]=2)=[O:29])[CH2:12][CH2:11][CH2:10][CH2:9][CH2:8]1)=[O:6])[CH3:3], predict the reactants needed to synthesize it. The reactants are: Cl.[CH2:2]([O:4][C:5]([C:7]1([NH2:13])[CH2:12][CH2:11][CH2:10][CH2:9][CH2:8]1)=[O:6])[CH3:3].Cl.[CH2:15]([N:18]1[CH2:23][CH2:22][N:21]([C:24]2[CH:32]=[CH:31][C:27]([C:28](O)=[O:29])=[CH:26][CH:25]=2)[CH2:20][CH2:19]1)[CH2:16][CH3:17]. (5) Given the product [CH3:118][O:117][C:115](=[O:116])[CH2:114][NH:113][CH2:112][CH2:111][NH:110][C:2]([C@:4]12[CH2:39][CH2:38][C@@H:37]([C:40]([CH2:42][O:43][CH2:44][CH2:45][N:46]3[CH2:51][CH2:50][O:49][CH2:48][CH2:47]3)=[CH2:41])[C@@H:5]1[C@@H:6]1[C@@:19]([CH3:22])([CH2:20][CH2:21]2)[C@@:18]2([CH3:23])[C@@H:9]([C@:10]3([CH3:36])[C@@H:15]([CH2:16][CH2:17]2)[C:14]([CH3:25])([CH3:24])[C:13]([C:26]2[CH:35]=[CH:34][C:29]([C:30]([O:32][CH3:33])=[O:31])=[CH:28][CH:27]=2)=[CH:12][CH2:11]3)[CH2:8][CH2:7]1)=[O:3], predict the reactants needed to synthesize it. The reactants are: Cl[C:2]([C@:4]12[CH2:39][CH2:38][C@@H:37]([C:40]([CH2:42][O:43][CH2:44][CH2:45][N:46]3[CH2:51][CH2:50][O:49][CH2:48][CH2:47]3)=[CH2:41])[C@@H:5]1[C@@H:6]1[C@@:19]([CH3:22])([CH2:20][CH2:21]2)[C@@:18]2([CH3:23])[C@@H:9]([C@:10]3([CH3:36])[C@@H:15]([CH2:16][CH2:17]2)[C:14]([CH3:25])([CH3:24])[C:13]([C:26]2[CH:35]=[CH:34][C:29]([C:30]([O:32][CH3:33])=[O:31])=[CH:28][CH:27]=2)=[CH:12][CH2:11]3)[CH2:8][CH2:7]1)=[O:3].C(OC(=O)CCNC([C@]12CC[C@@H](C(COCCN3CCOCC3)=C)[C@@H]1[C@@H]1[C@@](C)(CC2)[C@@]2(C)[C@@H]([C@]3(C)[C@@H](CC2)C(C)(C)C(C2C=CC(C(OC)=O)=CC=2)=CC3)CC1)=O)C.[NH2:110][CH2:111][CH2:112][NH:113][CH2:114][C:115]([O:117][CH3:118])=[O:116].C(N(C(C)C)CC)(C)C. (6) The reactants are: [CH3:1][O:2][C:3](=[O:15])[C:4]1[CH:9]=[CH:8][C:7]([CH2:10]O)=[CH:6][C:5]=1[N+:12]([O-:14])=[O:13].C(N(CC)CC)C.C1(C)C=CC(S(Cl)(=O)=O)=CC=1.[NH:34]1[CH2:39][CH2:38][CH2:37][CH2:36][CH2:35]1. Given the product [CH3:1][O:2][C:3](=[O:15])[C:4]1[CH:9]=[CH:8][C:7]([CH2:10][N:34]2[CH2:39][CH2:38][CH2:37][CH2:36][CH2:35]2)=[CH:6][C:5]=1[N+:12]([O-:14])=[O:13], predict the reactants needed to synthesize it.